This data is from Forward reaction prediction with 1.9M reactions from USPTO patents (1976-2016). The task is: Predict the product of the given reaction. (1) Given the reactants [Cl:1][C:2]1[CH:3]=[C:4]([N:8]2[C:13](=[O:14])[C:12]([C:15]3C=CC(F)=CC=3)=[C:11]([C:22]3[CH:27]=[CH:26][C:25]([S:28][CH3:29])=[C:24]([CH3:30])[CH:23]=3)[CH:10]=[N:9]2)[CH:5]=[CH:6][CH:7]=1.ClC1C=C(N2C(=O)C(OC)=C(C3C=CC(SC)=C(C)C=3)C=N2)C=CC=1.FC1C=CC([Mg]Br)=CC=1, predict the reaction product. The product is: [Cl:1][C:2]1[CH:3]=[C:4]([N:8]2[C:13](=[O:14])[C:12]([CH3:15])=[C:11]([C:22]3[CH:27]=[CH:26][C:25]([S:28][CH3:29])=[C:24]([CH3:30])[CH:23]=3)[CH:10]=[N:9]2)[CH:5]=[CH:6][CH:7]=1. (2) Given the reactants C([O:3][CH:4](OCC)[CH2:5][O:6][C:7](=[O:16])[C:8]1[CH:13]=[CH:12][C:11]([O:14][CH3:15])=[CH:10][CH:9]=1)C.C(O)(C(F)(F)F)=O.O, predict the reaction product. The product is: [O:3]=[CH:4][CH2:5][O:6][C:7](=[O:16])[C:8]1[CH:13]=[CH:12][C:11]([O:14][CH3:15])=[CH:10][CH:9]=1.